From a dataset of Full USPTO retrosynthesis dataset with 1.9M reactions from patents (1976-2016). Predict the reactants needed to synthesize the given product. (1) Given the product [CH3:1][O:2][C:3]1[CH:26]=[CH:25][C:6]2[N:7]([CH2:16][C:17]3[CH:22]=[CH:21][C:20]([O:23][CH3:24])=[CH:19][CH:18]=3)[C:8](=[O:15])[C:9]3[CH2:10][CH2:11][CH2:12][N:13]([CH3:30])[C:14]=3[C:5]=2[CH:4]=1, predict the reactants needed to synthesize it. The reactants are: [CH3:1][O:2][C:3]1[CH:26]=[CH:25][C:6]2[N:7]([CH2:16][C:17]3[CH:22]=[CH:21][C:20]([O:23][CH3:24])=[CH:19][CH:18]=3)[C:8](=[O:15])[C:9]3[CH2:10][CH2:11][CH2:12][NH:13][C:14]=3[C:5]=2[CH:4]=1.[H-].[Na+].I[CH3:30]. (2) Given the product [CH3:1][O:2][C:3]([C:4]1[CH:9]=[C:8]2[C:7](=[C:6]([F:17])[C:5]=1[NH:18][C:19]1[CH:24]=[CH:23][C:22]([Br:25])=[CH:21][C:20]=1[F:26])[N:14]=[CH:15][CH:11]=[C:10]2[CH3:12])=[O:27], predict the reactants needed to synthesize it. The reactants are: [CH3:1][O:2][C:3](=[O:27])[C:4]1[CH:9]=[C:8]([C:10](O)([CH3:12])[CH3:11])[C:7]([NH:14][CH:15]=O)=[C:6]([F:17])[C:5]=1[NH:18][C:19]1[CH:24]=[CH:23][C:22]([Br:25])=[CH:21][C:20]=1[F:26].